Dataset: Experimentally validated miRNA-target interactions with 360,000+ pairs, plus equal number of negative samples. Task: Binary Classification. Given a miRNA mature sequence and a target amino acid sequence, predict their likelihood of interaction. (1) The miRNA is hsa-miR-335-5p with sequence UCAAGAGCAAUAACGAAAAAUGU. The protein sequence of the target gene is MNMPQSLGNQPLPPEPPSLGTPAEGPGTTSPPEHCWPVRPTLRNELDTFSVHFYIFFGPSVALPPERPAVFAMRLLPVLDSGGVLSLELQLNASSVRQENVTVFGCLTHEVPLSLGDAAVTCSKESLAGFLLSVSATTRVARLRIPFPQTGTWFLALRSLCGVGPRFVRCRNATAEVRMRTFLSPCVDDCGPYGQCKLLRTHNYLYAACECKAGWRGWGCTDSADALTYGFQLLSTLLLCLSNLMFLPPVVLAIRSRYVLEAAVYTFTMFFSTFYHACDQPGIVVFCIMDYDVLQFCDFL.... Result: 1 (interaction). (2) The miRNA is hsa-miR-503-3p with sequence GGGGUAUUGUUUCCGCUGCCAGG. The protein sequence of the target gene is MCFSPILEINMQSESNITVRDDIDDINTNMYQPLSYPLSFQVSLTGFLMLEIVLGLGSNLTVLVLYCMKSNLINSVSNIITMNLHVLDVIICVGCIPLTIVILLLSLESNTALICCFHEACVSFASVSTAINVFAITLDRYDISVKPANRILTMGRAVMLMISIWIFSFFSFLIPFIEVNFFSLQSGNTWENKTLLCVSTNEYYTELGMYYHLLVQIPIFFFTVVVMLITYTKILQALNIRIGTRFSTGQKKKARKKKTISLTTQHEATDMSQSSGGRNVVFGVRTSVSVIIALRRAVKR.... Result: 0 (no interaction). (3) The miRNA is hsa-miR-149-5p with sequence UCUGGCUCCGUGUCUUCACUCCC. The protein sequence of the target gene is MDLSGVKKKSLLGVKENNKKSSTRAPSPTKRKDRSDEKSKDRSKDKGATKESSEKDRGRDKTRKRRSASSGSSSTRSRSSSTSSSGSSTSTGSSSGSSSSSASSRSGSSSTSRSSSSSSSSGSPSPSRRRHDNRRRSRSKSKPPKRDEKERKRRSPSPKPTKVHIGRLTRNVTKDHIMEIFSTYGKIKMIDMPVERMHPHLSKGYAYVEFENPDEAEKALKHMDGGQIDGQEITATAVLAPWPRPPPRRFSPPRRMLPPPPMWRRSPPRMRRRSRSPRRRSPVRRRSRSPGRRRHRSRSS.... Result: 1 (interaction). (4) The miRNA is hsa-miR-5007-5p with sequence UAGAGUCUGGCUGAUAUGGUUU. The protein sequence of the target gene is MSGPLEGADGGGDPRPGESFCPGGVPSPGPPQHRPCPGPSLADDTDANSNGSSGNESNGHESRGASQRSSHSSSSGNGKDSALLETTESSKSTNSQSPSPPSSSIAYSLLSASSEQDNPSTSGCSSEQSARARTQKELMTALRELKLRLPPERRGKGRSGTLATLQYALACVKQVQANQEYYQQWSLEEGEPCSMDMSTYTLEELEHITSEYTLQNQDTFSVAVSFLTGRIVYISEQAAVLLRCKRDVFRGTRFSELLAPQDVGVFYGSTAPSRLPTWGTGASAGSGLRDFTQEKSVFCR.... Result: 0 (no interaction). (5) The miRNA is hsa-miR-4270 with sequence UCAGGGAGUCAGGGGAGGGC. The protein sequence of the target gene is MEASWRQVAGGRGRSRGRATAAPSGNGVHLRGAGGGREKGSVGAVPSGTSPGGVATTAAAGSRHSPAGSQALQTTAASELMSQKKFEEIKKANQAAARKLVEEQFSSSSEEGDEDFEGKQGKILANTFITYTTQTDGDTRELERTKQYVNEAFQAGAMTCLICIASVKRNQAVWSCSGCFCIFHMPCIQKWAKDSQFLVSSVTDDDFGKKDCPWPCPKCRFEYKRSETPSRYYCYCGKVEDPPLDPWLVPHSCGQVCEREFKPPCGHKCLLLCHPGPCPPCPKMVTTTCYCKKAKPIPRR.... Result: 0 (no interaction).